From a dataset of Peptide-MHC class I binding affinity with 185,985 pairs from IEDB/IMGT. Regression. Given a peptide amino acid sequence and an MHC pseudo amino acid sequence, predict their binding affinity value. This is MHC class I binding data. (1) The peptide sequence is VAEIQPQWI. The MHC is HLA-B51:01 with pseudo-sequence HLA-B51:01. The binding affinity (normalized) is 0.0802. (2) The peptide sequence is RSDGYFLKI. The MHC is HLA-A24:02 with pseudo-sequence HLA-A24:02. The binding affinity (normalized) is 0.103. (3) The peptide sequence is VSRARIDARI. The MHC is Mamu-A02 with pseudo-sequence Mamu-A02. The binding affinity (normalized) is 0.350.